From a dataset of Catalyst prediction with 721,799 reactions and 888 catalyst types from USPTO. Predict which catalyst facilitates the given reaction. (1) Reactant: [Br:1][C:2]1[CH:3]=[C:4]([CH:8]=[CH:9][CH:10]=1)[C:5]([OH:7])=O.C(Cl)CCl.C1C=NC2N(O)N=NC=2C=1.CCN(C(C)C)C(C)C.[NH2:34][C:35]1[CH:43]=[N:42][CH:41]=[CH:40][C:36]=1[C:37]([OH:39])=[O:38]. Product: [Br:1][C:2]1[CH:3]=[C:4]([C:5]([NH:34][C:35]2[CH:43]=[N:42][CH:41]=[CH:40][C:36]=2[C:37]([OH:39])=[O:38])=[O:7])[CH:8]=[CH:9][CH:10]=1. The catalyst class is: 3. (2) Reactant: [CH2:1](O)[CH2:2][O:3][CH2:4][CH2:5][O:6][CH2:7][CH2:8][OH:9].C(Br)(Br)(Br)[Br:12].C1(P(C2C=CC=CC=2)C2C=CC=CC=2)C=CC=CC=1. Product: [Br:12][CH2:1][CH2:2][O:3][CH2:4][CH2:5][O:6][CH2:7][CH2:8][OH:9]. The catalyst class is: 4. (3) Reactant: [N:1]1[O:2][N:3]=[C:4]2[C:9]([CH:10]3[C:15]([C:16]#[N:17])=[C:14]([CH:18]4[CH2:23][CH2:22][N:21](C(OC(C)(C)C)=O)[CH2:20][CH2:19]4)[NH:13][C:12]4=[N:31][NH:32][CH:33]=[C:11]34)=[CH:8][CH:7]=[CH:6][C:5]=12. Product: [N:1]1[O:2][N:3]=[C:4]2[C:9]([CH:10]3[C:15]([C:16]#[N:17])=[C:14]([CH:18]4[CH2:19][CH2:20][NH:21][CH2:22][CH2:23]4)[NH:13][C:12]4=[N:31][NH:32][CH:33]=[C:11]34)=[CH:8][CH:7]=[CH:6][C:5]=12. The catalyst class is: 55. (4) Product: [Cl:1][C:2]1[CH:3]=[CH:4][C:5]([NH:8][C:9]([C:11]2[CH:16]=[CH:15][CH:14]=[CH:13][C:12]=2[NH:8][C:9]([C:11]2[CH:16]=[CH:15][C:34]([CH2:33][NH:30][C:22]3[N:21]([CH3:20])[CH2:25][CH2:24][N:23]=3)=[CH:13][CH:12]=2)=[O:10])=[O:10])=[N:6][CH:7]=1. Reactant: [Cl:1][C:2]1[CH:3]=[CH:4][C:5]([NH:8][C:9]([C:11]2[CH:16]=[CH:15][CH:14]=[CH:13][C:12]=2C(N)=O)=[O:10])=[N:6][CH:7]=1.[CH3:20][N:21]1[CH2:25][CH2:24][N:23]=[C:22]1SC.CC[N:30]([CH2:33][CH3:34])CC. The catalyst class is: 17. (5) Reactant: C1(OC2C=CC=CC=2)C=CC=CC=1.C(OC(=O)/[C:20](/[C:32]#[N:33])=[CH:21]/[NH:22][C:23]1[S:24][CH:25]=[CH:26][C:27]=1[C:28]([O:30]C)=O)(C)(C)C. Product: [OH:30][C:28]1[C:20]([C:32]#[N:33])=[CH:21][N:22]=[C:23]2[S:24][CH:25]=[CH:26][C:27]=12. The catalyst class is: 81. (6) Product: [C:1]([O:5][C:6](=[O:20])[C:7]([CH3:8])([S:9][C:10]1[CH:11]=[CH:12][C:13]([C:14]([O:16][CH2:35][C:33]2[N:32]=[N:31][N:30]([CH2:29][C:28]3[CH:37]=[CH:38][C:25]([C:21]([CH3:24])([CH3:23])[CH3:22])=[CH:26][CH:27]=3)[CH:34]=2)=[O:15])=[CH:17][CH:18]=1)[CH3:19])([CH3:2])([CH3:3])[CH3:4]. The catalyst class is: 119. Reactant: [C:1]([O:5][C:6](=[O:20])[C:7]([CH3:19])([S:9][C:10]1[CH:18]=[CH:17][C:13]([C:14]([OH:16])=[O:15])=[CH:12][CH:11]=1)[CH3:8])([CH3:4])([CH3:3])[CH3:2].[C:21]([C:25]1[CH:38]=[CH:37][C:28]([CH2:29][N:30]2[CH:34]=[C:33]([CH2:35]O)[N:32]=[N:31]2)=[CH:27][CH:26]=1)([CH3:24])([CH3:23])[CH3:22].C1(N=C=NC2CCCCC2)CCCCC1. (7) Reactant: [NH2:1][CH2:2][CH2:3][S:4][C:5]1[C:6]([C:13]([O:15]C)=O)=[N:7][C:8]([O:11][CH3:12])=[CH:9][CH:10]=1.C1COCC1.C[O-].[Na+]. Product: [CH3:12][O:11][C:8]1[CH:9]=[CH:10][C:5]2[S:4][CH2:3][CH2:2][NH:1][C:13](=[O:15])[C:6]=2[N:7]=1. The catalyst class is: 5.